Dataset: Reaction yield outcomes from USPTO patents with 853,638 reactions. Task: Predict the reaction yield, written as a fraction of the theoretical maximum amount of product (1.0 means a 100% yield; for example, 0.34 means a 34% yield). (1) The reactants are [CH2:1]([N:8]1[C:13](=[O:14])[CH2:12][NH:11][C:10]2[N:15]=[CH:16][C:17](I)=[CH:18][C:9]1=2)[C:2]1[CH:7]=[CH:6][CH:5]=[CH:4][CH:3]=1.[C:20]([C:22]1[CH:27]=[CH:26][C:25](B2OC(C)(C)C(C)(C)O2)=[CH:24][N:23]=1)#[N:21]. No catalyst specified. The product is [CH2:1]([N:8]1[C:13](=[O:14])[CH2:12][NH:11][C:10]2[N:15]=[CH:16][C:17]([C:25]3[CH:26]=[CH:27][C:22]([C:20]#[N:21])=[N:23][CH:24]=3)=[CH:18][C:9]1=2)[C:2]1[CH:7]=[CH:6][CH:5]=[CH:4][CH:3]=1. The yield is 0.460. (2) The reactants are [CH3:1][C:2]1[CH:3]=[CH:4][C:5]2[O:9][CH:8]=[N:7][C:6]=2[CH:10]=1.[Br:11]N1C(=O)CCC1=O.N(C(C)(C)C#N)=NC(C)(C)C#N. The catalyst is C(Cl)(Cl)(Cl)Cl. The product is [Br:11][CH2:1][C:2]1[CH:3]=[CH:4][C:5]2[O:9][CH:8]=[N:7][C:6]=2[CH:10]=1. The yield is 0.390. (3) The yield is 0.990. The product is [CH3:3][C:2]([Si:5]([O:6][CH2:7][C:8]1[CH:13]=[CH:12][C:11]([C:14]2[CH:19]=[C:18]([O:20][CH3:21])[CH:17]=[CH:16][C:15]=2[F:22])=[C:10]([CH:23]([F:37])[C:24]([CH3:26])([CH3:25])[CH3:27])[CH:9]=1)([CH3:29])[CH3:30])([CH3:1])[CH3:4]. The catalyst is C1(C)C=CC=CC=1. The reactants are [CH3:1][C:2]([Si:5]([CH3:30])([CH3:29])[O:6][CH2:7][C:8]1[CH:13]=[CH:12][C:11]([C:14]2[CH:19]=[C:18]([O:20][CH3:21])[CH:17]=[CH:16][C:15]=2[F:22])=[C:10]([CH:23](O)[C:24]([CH3:27])([CH3:26])[CH3:25])[CH:9]=1)([CH3:4])[CH3:3].CCN(S(F)(F)[F:37])CC.O.